This data is from Reaction yield outcomes from USPTO patents with 853,638 reactions. The task is: Predict the reaction yield, written as a fraction of the theoretical maximum amount of product (1.0 means a 100% yield; for example, 0.34 means a 34% yield). (1) The reactants are Br[C:2]1[CH:3]=[CH:4][C:5]([C:8]#[N:9])=[N:6][CH:7]=1.[NH:10]1[CH:14]=[CH:13][N:12]=[CH:11]1. The catalyst is CN(C)C=O. The product is [N:10]1([C:2]2[CH:3]=[CH:4][C:5]([C:8]#[N:9])=[N:6][CH:7]=2)[CH:14]=[CH:13][N:12]=[CH:11]1. The yield is 0.660. (2) The reactants are [Cl:1][C:2]1[N:10](CC=C)[C:9]2[C:8](=[O:14])[NH:7][C:6](=[O:15])[N:5]([CH2:16][CH2:17][CH3:18])[C:4]=2[N:3]=1.[C:19]1([CH2:25][C:26]2[O:30][N:29]=[C:28]([CH2:31][CH2:32][CH2:33]O)[N:27]=2)[CH:24]=[CH:23][CH:22]=[CH:21][CH:20]=1.C1C=CC(P(C2C=CC=CC=2)C2C=CC=CC=2)=CC=1.C1C=CC(COC(/N=N/C(OCC2C=CC=CC=2)=O)=O)=CC=1.N1CCOCC1. The catalyst is C1COCC1.C1C=CC([P]([Pd]([P](C2C=CC=CC=2)(C2C=CC=CC=2)C2C=CC=CC=2)([P](C2C=CC=CC=2)(C2C=CC=CC=2)C2C=CC=CC=2)[P](C2C=CC=CC=2)(C2C=CC=CC=2)C2C=CC=CC=2)(C2C=CC=CC=2)C2C=CC=CC=2)=CC=1. The product is [Cl:1][C:2]1[NH:10][C:9]2[C:8](=[O:14])[N:7]([CH2:33][CH2:32][CH2:31][C:28]3[N:27]=[C:26]([CH2:25][C:19]4[CH:24]=[CH:23][CH:22]=[CH:21][CH:20]=4)[O:30][N:29]=3)[C:6](=[O:15])[N:5]([CH2:16][CH2:17][CH3:18])[C:4]=2[N:3]=1. The yield is 0.110. (3) The reactants are [C:1]([OH:7])(=[O:6])[CH2:2][C:3]([OH:5])=[O:4].[CH2:8]([K])[CH3:9].Cl. The catalyst is O. The product is [C:1]([O:7][CH2:8][CH3:9])(=[O:6])[CH2:2][C:3]([OH:5])=[O:4]. The yield is 0.990. (4) The reactants are [O:1]([C:8]1[CH:9]=[C:10]([CH:26]=[CH:27][CH:28]=1)[CH2:11][N:12]1[CH2:17][CH2:16][CH:15]([NH:18][C:19]2[C:20]([NH2:25])=[CH:21][CH:22]=[CH:23][CH:24]=2)[CH2:14][CH2:13]1)[C:2]1[CH:7]=[CH:6][CH:5]=[CH:4][CH:3]=1.Cl.C([O-])(O)=O.[Na+].[CH3:35][C:36](O)=O. No catalyst specified. The product is [CH3:35][C:36]1[N:18]([CH:15]2[CH2:16][CH2:17][N:12]([CH2:11][C:10]3[CH:26]=[CH:27][CH:28]=[C:8]([O:1][C:2]4[CH:3]=[CH:4][CH:5]=[CH:6][CH:7]=4)[CH:9]=3)[CH2:13][CH2:14]2)[C:19]2[CH:24]=[CH:23][CH:22]=[CH:21][C:20]=2[N:25]=1. The yield is 0.390. (5) The reactants are C(NCC1C=CC=CC=1N1C(C(O)=O)=CC(C(F)(F)F)=N1)(OC(C)(C)C)=O.[C:28]([C:30]1[CH:35]=[CH:34][CH:33]=[CH:32][C:31]=1[N:36]1[C:40]([C:41]2[O:42][CH:43]=[CH:44][CH:45]=2)=[CH:39][C:38]([C:46]([F:49])([F:48])[F:47])=[N:37]1)#[N:29].[BH4-].[Na+].Cl.[OH-].[Na+]. The catalyst is CN(C=O)C.CCOC(C)=O. The product is [NH2:29][CH2:28][C:30]1[CH:35]=[CH:34][CH:33]=[CH:32][C:31]=1[N:36]1[C:40]([C:41]2[O:42][CH:43]=[CH:44][CH:45]=2)=[CH:39][C:38]([C:46]([F:49])([F:48])[F:47])=[N:37]1. The yield is 0.915.